The task is: Regression. Given two drug SMILES strings and cell line genomic features, predict the synergy score measuring deviation from expected non-interaction effect.. This data is from NCI-60 drug combinations with 297,098 pairs across 59 cell lines. (1) Drug 1: CC1=C(C=C(C=C1)NC2=NC=CC(=N2)N(C)C3=CC4=NN(C(=C4C=C3)C)C)S(=O)(=O)N.Cl. Drug 2: CCCCC(=O)OCC(=O)C1(CC(C2=C(C1)C(=C3C(=C2O)C(=O)C4=C(C3=O)C=CC=C4OC)O)OC5CC(C(C(O5)C)O)NC(=O)C(F)(F)F)O. Cell line: SK-OV-3. Synergy scores: CSS=4.22, Synergy_ZIP=2.94, Synergy_Bliss=5.36, Synergy_Loewe=3.44, Synergy_HSA=3.48. (2) Drug 1: CC(C)(C1=NC(=CC=C1)N2C3=NC(=NC=C3C(=O)N2CC=C)NC4=CC=C(C=C4)N5CCN(CC5)C)O. Drug 2: CC1(CCCN1)C2=NC3=C(C=CC=C3N2)C(=O)N. Cell line: T-47D. Synergy scores: CSS=5.34, Synergy_ZIP=0.688, Synergy_Bliss=-2.43, Synergy_Loewe=-8.39, Synergy_HSA=-4.45. (3) Drug 1: C1=C(C(=O)NC(=O)N1)F. Drug 2: CC1C(C(=O)NC(C(=O)N2CCCC2C(=O)N(CC(=O)N(C(C(=O)O1)C(C)C)C)C)C(C)C)NC(=O)C3=C4C(=C(C=C3)C)OC5=C(C(=O)C(=C(C5=N4)C(=O)NC6C(OC(=O)C(N(C(=O)CN(C(=O)C7CCCN7C(=O)C(NC6=O)C(C)C)C)C)C(C)C)C)N)C. Cell line: NCI-H522. Synergy scores: CSS=21.9, Synergy_ZIP=7.54, Synergy_Bliss=8.92, Synergy_Loewe=8.36, Synergy_HSA=8.15. (4) Drug 1: C1=CC(=CC=C1CC(C(=O)O)N)N(CCCl)CCCl.Cl. Drug 2: C1CCC(C(C1)N)N.C(=O)(C(=O)[O-])[O-].[Pt+4]. Cell line: A498. Synergy scores: CSS=7.95, Synergy_ZIP=-4.70, Synergy_Bliss=-3.20, Synergy_Loewe=-13.3, Synergy_HSA=-5.51. (5) Drug 1: C1=NC2=C(N=C(N=C2N1C3C(C(C(O3)CO)O)O)F)N. Drug 2: CC1=C(C=C(C=C1)NC(=O)C2=CC=C(C=C2)CN3CCN(CC3)C)NC4=NC=CC(=N4)C5=CN=CC=C5. Cell line: TK-10. Synergy scores: CSS=6.16, Synergy_ZIP=-0.415, Synergy_Bliss=-7.20, Synergy_Loewe=-9.16, Synergy_HSA=-6.89. (6) Drug 1: CC1=CC=C(C=C1)C2=CC(=NN2C3=CC=C(C=C3)S(=O)(=O)N)C(F)(F)F. Drug 2: C1CN1P(=S)(N2CC2)N3CC3. Cell line: NCI-H460. Synergy scores: CSS=41.0, Synergy_ZIP=-1.64, Synergy_Bliss=-1.93, Synergy_Loewe=-0.817, Synergy_HSA=-2.43. (7) Drug 1: C1CCC(C1)C(CC#N)N2C=C(C=N2)C3=C4C=CNC4=NC=N3. Drug 2: C1C(C(OC1N2C=NC3=C2NC=NCC3O)CO)O. Cell line: OVCAR3. Synergy scores: CSS=-2.48, Synergy_ZIP=1.10, Synergy_Bliss=-2.97, Synergy_Loewe=-7.01, Synergy_HSA=-7.07. (8) Drug 1: CC1C(C(CC(O1)OC2CC(CC3=C2C(=C4C(=C3O)C(=O)C5=C(C4=O)C(=CC=C5)OC)O)(C(=O)CO)O)N)O.Cl. Drug 2: CCC1=CC2CC(C3=C(CN(C2)C1)C4=CC=CC=C4N3)(C5=C(C=C6C(=C5)C78CCN9C7C(C=CC9)(C(C(C8N6C)(C(=O)OC)O)OC(=O)C)CC)OC)C(=O)OC.C(C(C(=O)O)O)(C(=O)O)O. Cell line: HL-60(TB). Synergy scores: CSS=66.2, Synergy_ZIP=-0.590, Synergy_Bliss=-1.81, Synergy_Loewe=-12.2, Synergy_HSA=-2.15. (9) Drug 1: CC12CCC(CC1=CCC3C2CCC4(C3CC=C4C5=CN=CC=C5)C)O. Cell line: ACHN. Synergy scores: CSS=-5.24, Synergy_ZIP=7.43, Synergy_Bliss=-1.41, Synergy_Loewe=-4.18, Synergy_HSA=-4.81. Drug 2: CC1=C(C=C(C=C1)NC(=O)C2=CC=C(C=C2)CN3CCN(CC3)C)NC4=NC=CC(=N4)C5=CN=CC=C5.